This data is from Catalyst prediction with 721,799 reactions and 888 catalyst types from USPTO. The task is: Predict which catalyst facilitates the given reaction. (1) Reactant: C(OC(=O)CC[CH2:7][CH2:8][NH:9][CH:10]1[CH2:15][CH2:14][N:13]([C:16](=O)[C:17]2[CH:22]=[CH:21][CH:20]=[C:19]([C@@H:23]([N:31]3[CH2:36][C@@H:35]([CH3:37])[N:34]([CH2:38][CH:39]=[CH2:40])[CH2:33][C@@H:32]3[CH3:41])[C:24]3[CH:29]=[CH:28][CH:27]=[C:26]([OH:30])[CH:25]=3)[CH:18]=2)[CH2:12][CH2:11]1)C.[CH2:44]([OH:46])[CH3:45].[OH-:47].[Na+].S(=O)(=O)(O)[OH:50]. Product: [CH2:38]([N:34]1[C@H:35]([CH3:37])[CH2:36][N:31]([C@@H:23]([C:24]2[CH:29]=[CH:28][CH:27]=[C:26]([OH:30])[CH:25]=2)[C:19]2[CH:18]=[C:17]([CH:22]=[CH:21][CH:20]=2)[C:16]([N:13]2[CH2:14][CH2:15][CH:10]([NH:9][CH2:8][CH2:7][CH2:45][C:44]([OH:50])=[O:46])[CH2:11][CH2:12]2)=[O:47])[C@@H:32]([CH3:41])[CH2:33]1)[CH:39]=[CH2:40]. The catalyst class is: 6. (2) Reactant: [OH:1][C:2]1[CH:3]=[C:4]([CH:14]=[C:15]([O:17][C@@H:18]([CH3:21])[CH2:19][OH:20])[CH:16]=1)[C:5]([NH:7][C:8]1[S:12][N:11]=[C:10]([CH3:13])[N:9]=1)=[O:6].[N:22]1([C:26]([C:28]2[CH:29]=[CH:30][C:31](Cl)=[N:32][CH:33]=2)=[O:27])[CH2:25][CH2:24][CH2:23]1.C(=O)([O-])[O-].[K+].[K+].C(OCC)(=O)C. Product: [N:22]1([C:26]([C:28]2[CH:29]=[CH:30][C:31]([O:1][C:2]3[CH:3]=[C:4]([CH:14]=[C:15]([O:17][C@@H:18]([CH3:21])[CH2:19][OH:20])[CH:16]=3)[C:5]([NH:7][C:8]3[S:12][N:11]=[C:10]([CH3:13])[N:9]=3)=[O:6])=[N:32][CH:33]=2)=[O:27])[CH2:25][CH2:24][CH2:23]1. The catalyst class is: 10. (3) Reactant: F[C:2]1[CH:9]=[CH:8][CH:7]=[C:6]([CH3:10])[C:3]=1[CH:4]=[O:5].[Cl:11][C:12]1[CH:17]=[C:16]([F:18])[CH:15]=[CH:14][C:13]=1[OH:19].C(=O)([O-])[O-].[Cs+].[Cs+]. Product: [Cl:11][C:12]1[CH:17]=[C:16]([F:18])[CH:15]=[CH:14][C:13]=1[O:19][C:2]1[CH:9]=[CH:8][CH:7]=[C:6]([CH3:10])[C:3]=1[CH:4]=[O:5]. The catalyst class is: 248. (4) Product: [Cl:5][CH:25]([C:27]1[CH:32]=[CH:31][CH:30]=[CH:29][CH:28]=1)[CH2:24][CH2:23][N:20]1[CH2:21][CH2:22][CH:17]([N:14]2[C:13]3[CH:33]=[CH:34][C:10]([S:7]([CH3:6])(=[O:9])=[O:8])=[CH:11][C:12]=3[N:16]=[CH:15]2)[CH2:18][CH2:19]1. The catalyst class is: 4. Reactant: CS([Cl:5])(=O)=O.[CH3:6][S:7]([C:10]1[CH:34]=[CH:33][C:13]2[N:14]([CH:17]3[CH2:22][CH2:21][N:20]([CH2:23][CH2:24][CH:25]([C:27]4[CH:32]=[CH:31][CH:30]=[CH:29][CH:28]=4)O)[CH2:19][CH2:18]3)[CH:15]=[N:16][C:12]=2[CH:11]=1)(=[O:9])=[O:8].C(N(CC)CC)C. (5) Reactant: [OH:1][C:2]1[C:3]([N+:19]([O-])=O)=[C:4]([CH:16]=[CH:17][CH:18]=1)[C:5]([NH:7][C:8]1[CH:13]=[CH:12][C:11]([O:14][CH3:15])=[CH:10][CH:9]=1)=[O:6].[H][H]. Product: [NH2:19][C:3]1[C:2]([OH:1])=[CH:18][CH:17]=[CH:16][C:4]=1[C:5]([NH:7][C:8]1[CH:9]=[CH:10][C:11]([O:14][CH3:15])=[CH:12][CH:13]=1)=[O:6]. The catalyst class is: 129. (6) Reactant: [CH2:1]([O:4][CH2:5][CH2:6][CH:7]([NH:16]C(=O)C(F)(F)F)[C:8]1[CH:13]=[CH:12][CH:11]=[C:10]([O:14][CH3:15])[CH:9]=1)[CH:2]=[CH2:3].C(=O)([O-])[O-].[K+].[K+].CO. Product: [CH2:1]([O:4][CH2:5][CH2:6][CH:7]([C:8]1[CH:13]=[CH:12][CH:11]=[C:10]([O:14][CH3:15])[CH:9]=1)[NH2:16])[CH:2]=[CH2:3]. The catalyst class is: 6. (7) Reactant: [C:1]([O:5][C:6](=[O:21])[CH2:7][O:8][CH2:9][CH2:10][O:11][CH2:12][CH2:13][O:14][CH2:15][CH2:16][O:17][CH2:18][CH2:19][OH:20])([CH3:4])([CH3:3])[CH3:2].C(N(CC)CC)C.[CH3:29][S:30](Cl)(=[O:32])=[O:31]. Product: [C:1]([O:5][C:6](=[O:21])[CH2:7][O:8][CH2:9][CH2:10][O:11][CH2:12][CH2:13][O:14][CH2:15][CH2:16][O:17][CH2:18][CH2:19][O:20][S:30]([CH3:29])(=[O:32])=[O:31])([CH3:4])([CH3:2])[CH3:3]. The catalyst class is: 4.